Predict the product of the given reaction. From a dataset of Forward reaction prediction with 1.9M reactions from USPTO patents (1976-2016). (1) Given the reactants F[P-](F)(F)(F)(F)F.N1(OC(N(C)C)=[N+](C)C)C2N=CC=CC=2N=N1.[CH2:25]([CH:32]1[CH2:37][N:36]([CH3:38])[CH2:35][CH:34]([C:39]([OH:41])=O)[CH2:33]1)[C:26]1[CH:31]=[CH:30][CH:29]=[CH:28][CH:27]=1.[N:42]1[CH:47]=[CH:46][C:45]([C:48]2[C:56]3[C:51](=[CH:52][CH:53]=[C:54]([NH2:57])[CH:55]=3)[N:50]([C:58]([C:71]3[CH:76]=[CH:75][CH:74]=[CH:73][CH:72]=3)([C:65]3[CH:70]=[CH:69][CH:68]=[CH:67][CH:66]=3)[C:59]3[CH:64]=[CH:63][CH:62]=[CH:61][CH:60]=3)[N:49]=2)=[CH:44][CH:43]=1.C(N(C(C)C)CC)(C)C, predict the reaction product. The product is: [CH2:25]([CH:32]1[CH2:37][N:36]([CH3:38])[CH2:35][CH:34]([C:39]([NH:57][C:54]2[CH:55]=[C:56]3[C:51](=[CH:52][CH:53]=2)[N:50]([C:58]([C:65]2[CH:66]=[CH:67][CH:68]=[CH:69][CH:70]=2)([C:71]2[CH:76]=[CH:75][CH:74]=[CH:73][CH:72]=2)[C:59]2[CH:60]=[CH:61][CH:62]=[CH:63][CH:64]=2)[N:49]=[C:48]3[C:45]2[CH:44]=[CH:43][N:42]=[CH:47][CH:46]=2)=[O:41])[CH2:33]1)[C:26]1[CH:27]=[CH:28][CH:29]=[CH:30][CH:31]=1. (2) The product is: [OH:2][C:3]1[CH:4]=[N:5][CH:6]=[CH:7][C:8]=1[CH:9]1[CH2:10][CH2:11][CH:12]([N:15]2[CH2:18][CH:17]([NH:19][C:20]([CH2:22][NH:23][C:24](=[O:35])[C:25]3[CH:30]=[CH:29][CH:28]=[C:27]([C:31]([F:34])([F:33])[F:32])[CH:26]=3)=[O:21])[CH2:16]2)[CH2:13][CH2:14]1. Given the reactants C[O:2][C:3]1[CH:4]=[N:5][CH:6]=[CH:7][C:8]=1[CH:9]1[CH2:14][CH2:13][CH:12]([N:15]2[CH2:18][CH:17]([NH:19][C:20]([CH2:22][NH:23][C:24](=[O:35])[C:25]3[CH:30]=[CH:29][CH:28]=[C:27]([C:31]([F:34])([F:33])[F:32])[CH:26]=3)=[O:21])[CH2:16]2)[CH2:11][CH2:10]1.B(Br)(Br)Br, predict the reaction product. (3) Given the reactants [CH3:1][N:2]([CH3:26])[C@H:3]1[CH2:7][CH2:6][N:5]([C:8]2[CH:17]=[C:16]3[C:11]([C:12](=O)[NH:13][CH:14]=[N:15]3)=[C:10]([O:19][CH:20]3[CH2:25][CH2:24][O:23][CH2:22][CH2:21]3)[CH:9]=2)[CH2:4]1.[Cl:27][C:28]1[CH:29]=[C:30]([CH:32]=[CH:33][CH:34]=1)[NH2:31], predict the reaction product. The product is: [Cl:27][C:28]1[CH:29]=[C:30]([CH:32]=[CH:33][CH:34]=1)[NH:31][C:12]1[C:11]2[C:16](=[CH:17][C:8]([N:5]3[CH2:6][CH2:7][C@H:3]([N:2]([CH3:26])[CH3:1])[CH2:4]3)=[CH:9][C:10]=2[O:19][CH:20]2[CH2:25][CH2:24][O:23][CH2:22][CH2:21]2)[N:15]=[CH:14][N:13]=1.